This data is from Full USPTO retrosynthesis dataset with 1.9M reactions from patents (1976-2016). The task is: Predict the reactants needed to synthesize the given product. (1) Given the product [C:17]([C:20]1[CH:25]=[CH:24][C:23]([C:8]([O:11][CH3:1])=[O:9])=[C:22]([O:16][CH3:14])[CH:21]=1)#[N:18], predict the reactants needed to synthesize it. The reactants are: [C-:1]#N.[Na+].N([O-])=O.[Na+].[C:8]([O-:11])([O-])=[O:9].[K+].[K+].[C:14](=[O:16])=O.[C:17]([Cu])#[N:18].[C:20]1(C)[CH:25]=[CH:24][CH:23]=[CH:22][CH:21]=1. (2) Given the product [F:15][C:6]1[CH:7]=[C:8]([C:11]([OH:14])([CH3:12])[CH3:13])[CH:9]=[CH:10][C:5]=1[CH:4]=[O:3], predict the reactants needed to synthesize it. The reactants are: C([O:3][CH:4](OCC)[C:5]1[CH:10]=[CH:9][C:8]([C:11]([OH:14])([CH3:13])[CH3:12])=[CH:7][C:6]=1[F:15])C.Cl. (3) Given the product [N:12]1[CH:13]=[CH:14][CH:15]=[CH:16][C:11]=1[C:7]1[C:6]([C:4]([OH:5])=[O:3])=[CH:10][O:9][N:8]=1, predict the reactants needed to synthesize it. The reactants are: C([O:3][C:4]([C:6]1[C:7]([C:11]2[CH:16]=[CH:15][CH:14]=[CH:13][N:12]=2)=[N:8][O:9][CH:10]=1)=[O:5])C.O.[OH-].[Li+].CO. (4) Given the product [Cl:26][C:15]1[N:14]=[C:13]([C:4]2[CH:5]=[CH:6][C:7]([O:8][C:9]([F:12])([F:11])[F:10])=[CH:2][CH:3]=2)[CH:22]=[C:21]2[C:16]=1[CH:17]=[CH:18][CH:19]=[N:20]2, predict the reactants needed to synthesize it. The reactants are: F[C:2]1[CH:3]=[C:4]([C:13]2[N:14]=[C:15](O)[C:16]3[CH:17]=[CH:18][CH:19]=[N:20][C:21]=3[CH:22]=2)[CH:5]=[CH:6][C:7]=1[O:8][C:9]([F:12])([F:11])[F:10].P(Cl)(Cl)([Cl:26])=O. (5) Given the product [C:22]([NH:30][C:31]([NH:1][C:2]1([C:16]2[S:17][CH:18]=[C:19]([Br:21])[CH:20]=2)[CH:6]([CH2:7][OH:8])[CH2:5][N:4]([C:9]([O:11][C:12]([CH3:15])([CH3:14])[CH3:13])=[O:10])[CH2:3]1)=[S:32])(=[O:29])[C:23]1[CH:28]=[CH:27][CH:26]=[CH:25][CH:24]=1, predict the reactants needed to synthesize it. The reactants are: [NH2:1][C:2]1([C:16]2[S:17][CH:18]=[C:19]([Br:21])[CH:20]=2)[CH:6]([CH2:7][OH:8])[CH2:5][N:4]([C:9]([O:11][C:12]([CH3:15])([CH3:14])[CH3:13])=[O:10])[CH2:3]1.[C:22]([N:30]=[C:31]=[S:32])(=[O:29])[C:23]1[CH:28]=[CH:27][CH:26]=[CH:25][CH:24]=1. (6) Given the product [CH2:1]([O:5][C:6](=[O:27])[CH2:7][CH:8]1[C:17]2[C:12](=[C:13]([CH3:19])[C:14]([O:18][S:36]([C:35]([F:48])([F:47])[F:34])(=[O:38])=[O:37])=[CH:15][CH:16]=2)[CH2:11][CH2:10][N:9]1[C:20]([O:22][C:23]([CH3:26])([CH3:25])[CH3:24])=[O:21])[CH2:2][CH2:3][CH3:4], predict the reactants needed to synthesize it. The reactants are: [CH2:1]([O:5][C:6](=[O:27])[CH2:7][CH:8]1[C:17]2[C:12](=[C:13]([CH3:19])[C:14]([OH:18])=[CH:15][CH:16]=2)[CH2:11][CH2:10][N:9]1[C:20]([O:22][C:23]([CH3:26])([CH3:25])[CH3:24])=[O:21])[CH2:2][CH2:3][CH3:4].N1C=CC=CC=1.[F:34][C:35]([F:48])([F:47])[S:36](O[S:36]([C:35]([F:48])([F:47])[F:34])(=[O:38])=[O:37])(=[O:38])=[O:37].